From a dataset of Peptide-MHC class I binding affinity with 185,985 pairs from IEDB/IMGT. Regression. Given a peptide amino acid sequence and an MHC pseudo amino acid sequence, predict their binding affinity value. This is MHC class I binding data. (1) The peptide sequence is FSPENKAFK. The MHC is HLA-A11:01 with pseudo-sequence HLA-A11:01. The binding affinity (normalized) is 0.212. (2) The peptide sequence is HQFTSNPEV. The MHC is HLA-B18:01 with pseudo-sequence HLA-B18:01. The binding affinity (normalized) is 0.0847. (3) The peptide sequence is WQLGTRWRY. The MHC is HLA-A69:01 with pseudo-sequence HLA-A69:01. The binding affinity (normalized) is 0.0847. (4) The peptide sequence is SLYSILSPFL. The MHC is HLA-A03:01 with pseudo-sequence HLA-A03:01. The binding affinity (normalized) is 0.115. (5) The peptide sequence is KLYEELCDL. The MHC is HLA-A02:01 with pseudo-sequence HLA-A02:01. The binding affinity (normalized) is 0.704. (6) The peptide sequence is KRYIYKVLP. The MHC is HLA-B27:05 with pseudo-sequence HLA-B27:05. The binding affinity (normalized) is 0.562. (7) The peptide sequence is GFELTSMKY. The MHC is HLA-A30:02 with pseudo-sequence HLA-A30:02. The binding affinity (normalized) is 0.305. (8) The peptide sequence is LAGRWPITHL. The MHC is Mamu-A07 with pseudo-sequence Mamu-A07. The binding affinity (normalized) is 0. (9) The MHC is HLA-A02:06 with pseudo-sequence HLA-A02:06. The binding affinity (normalized) is 1.00. The peptide sequence is ITMGSLFFV. (10) The binding affinity (normalized) is 0.851. The MHC is HLA-A68:02 with pseudo-sequence HLA-A68:02. The peptide sequence is DTAWDFGSL.